From a dataset of Reaction yield outcomes from USPTO patents with 853,638 reactions. Predict the reaction yield, written as a fraction of the theoretical maximum amount of product (1.0 means a 100% yield; for example, 0.34 means a 34% yield). (1) The yield is 1.00. The reactants are [OH:1][CH:2]1[CH2:5][N:4]([C:6]2[O:7][CH:8]=[C:9]([C:11]([N:13]3[CH2:18][CH2:17][O:16][CH2:15][CH2:14]3)=[O:12])[N:10]=2)[CH2:3]1.[CH3:19][S:20](Cl)(=[O:22])=[O:21].C(N(CC)CC)C. The product is [CH3:19][S:20]([O:1][CH:2]1[CH2:3][N:4]([C:6]2[O:7][CH:8]=[C:9]([C:11]([N:13]3[CH2:18][CH2:17][O:16][CH2:15][CH2:14]3)=[O:12])[N:10]=2)[CH2:5]1)(=[O:22])=[O:21]. The catalyst is C(Cl)Cl. (2) The reactants are [NH2:1][C:2]1[C:7]([I:8])=[CH:6][C:5]([NH:9][C:10](=[O:14])[O:11][CH2:12][CH3:13])=[C:4]([O:15][CH3:16])[CH:3]=1.[CH3:17][S:18](Cl)(=[O:20])=[O:19]. The catalyst is N1C=CC=CC=1. The product is [I:8][C:7]1[C:2]([NH:1][S:18]([CH3:17])(=[O:20])=[O:19])=[CH:3][C:4]([O:15][CH3:16])=[C:5]([NH:9][C:10](=[O:14])[O:11][CH2:12][CH3:13])[CH:6]=1. The yield is 0.550. (3) The catalyst is CC(N(C)C)=O. The reactants are [H-].[Na+].[OH:3][C:4]1[CH:5]=[CH:6][C:7]([CH3:10])=[N:8][CH:9]=1.F[C:12]1[CH:17]=[CH:16][C:15]([N+:18]([O-:20])=[O:19])=[CH:14][C:13]=1[CH3:21]. The yield is 0.980. The product is [CH3:10][C:7]1[CH:6]=[CH:5][C:4]([O:3][C:12]2[CH:17]=[CH:16][C:15]([N+:18]([O-:20])=[O:19])=[CH:14][C:13]=2[CH3:21])=[CH:9][N:8]=1. (4) The reactants are [Cl:1]N1C(=O)CCC1=O.[Cl:9][CH2:10][C:11]1[N:12]=[C:13]2[CH:18]=[CH:17][CH:16]=[CH:15][N:14]2[CH:19]=1. The catalyst is C(Cl)Cl. The product is [Cl:1][C:19]1[N:14]2[CH:15]=[CH:16][CH:17]=[CH:18][C:13]2=[N:12][C:11]=1[CH2:10][Cl:9]. The yield is 0.760. (5) The reactants are Cl[CH2:2][C:3]1[O:7][C:6]([NH:8][C:9](=[O:15])[O:10][C:11]([CH3:14])([CH3:13])[CH3:12])=[N:5][N:4]=1.[CH2:16]([O:23][C:24]1[CH:29]=[CH:28][C:27]([CH:30]2[CH2:32][CH:31]2[NH2:33])=[CH:26][CH:25]=1)[C:17]1[CH:22]=[CH:21][CH:20]=[CH:19][CH:18]=1.C([O-])([O-])=O.[K+].[K+]. The catalyst is CN(C=O)C. The product is [CH2:16]([O:23][C:24]1[CH:25]=[CH:26][C:27]([CH:30]2[CH2:32][CH:31]2[NH:33][CH2:2][C:3]2[O:7][C:6]([NH:8][C:9](=[O:15])[O:10][C:11]([CH3:14])([CH3:13])[CH3:12])=[N:5][N:4]=2)=[CH:28][CH:29]=1)[C:17]1[CH:18]=[CH:19][CH:20]=[CH:21][CH:22]=1. The yield is 0.377.